Dataset: Reaction yield outcomes from USPTO patents with 853,638 reactions. Task: Predict the reaction yield, written as a fraction of the theoretical maximum amount of product (1.0 means a 100% yield; for example, 0.34 means a 34% yield). (1) The reactants are [N:1]1[CH:6]=[CH:5][C:4](B(O)O)=[CH:3][CH:2]=1.[NH:10]1[CH2:15][CH2:14][CH:13]([CH2:16][OH:17])[CH2:12][CH2:11]1.N1C=CC=CC=1. The catalyst is CN(C1C=CN=CC=1)C.C(Cl)Cl.CC([O-])=O.CC([O-])=O.[Cu+2]. The product is [OH:17][CH2:16][CH:13]1[CH2:14][CH2:15][N:10]([C:4]2[CH:5]=[CH:6][N:1]=[CH:2][CH:3]=2)[CH2:11][CH2:12]1. The yield is 0.700. (2) The reactants are [Cl:1][C:2]1[N:7]=[CH:6][C:5]2[N:8]=[CH:9][CH:10]=[CH:11][C:4]=2[N:3]=1.[CH3:12][N:13]([CH3:18])[CH2:14][CH2:15][CH2:16][NH2:17].O1[CH2:24][CH2:23][O:22][CH2:21][CH2:20]1. No catalyst specified. The product is [ClH:1].[ClH:1].[O:22]1[C:23]2[CH:24]=[CH:11][CH:4]=[CH:5][C:6]=2[CH:20]=[C:21]1[C:2]1[N:7]=[C:6]([NH:17][CH2:16][CH2:15][CH2:14][N:13]([CH3:18])[CH3:12])[C:5]2[N:8]=[CH:9][CH:10]=[CH:11][C:4]=2[N:3]=1. The yield is 0.790. (3) The reactants are C[Si](Cl)(C)C.[Na+].[I-].C[O:9][C:10]1[C:11](=[O:37])[C:12]([C:26]2[N:30]([C:31]3[CH:36]=[CH:35][CH:34]=[CH:33][CH:32]=3)[N:29]=[CH:28][CH:27]=2)=[N:13][N:14]([C:16]2[CH:21]=[CH:20][CH:19]=[C:18]([C:22]([F:25])([F:24])[F:23])[CH:17]=2)[CH:15]=1.O. The catalyst is CC#N. The product is [OH:9][C:10]1[C:11](=[O:37])[C:12]([C:26]2[N:30]([C:31]3[CH:32]=[CH:33][CH:34]=[CH:35][CH:36]=3)[N:29]=[CH:28][CH:27]=2)=[N:13][N:14]([C:16]2[CH:21]=[CH:20][CH:19]=[C:18]([C:22]([F:23])([F:25])[F:24])[CH:17]=2)[CH:15]=1. The yield is 0.840. (4) The reactants are [C:1]([O:5][C:6](=[O:22])[CH2:7][CH2:8][CH2:9][CH2:10][N:11]1C(=O)C2C(=CC=CC=2)C1=O)([CH3:4])([CH3:3])[CH3:2].O.NN. The catalyst is C(O)C. The product is [C:1]([O:5][C:6](=[O:22])[CH2:7][CH2:8][CH2:9][CH2:10][NH2:11])([CH3:4])([CH3:2])[CH3:3]. The yield is 0.820. (5) The reactants are C([N:8]1[CH2:14][CH:13]2[C:15]([CH3:17])([OH:16])[CH:10]([CH2:11][CH2:12]2)[CH2:9]1)C1C=CC=CC=1.N#N. The catalyst is CO.[Pd]. The product is [CH3:17][C:15]1([OH:16])[CH:13]2[CH2:12][CH2:11][CH:10]1[CH2:9][NH:8][CH2:14]2. The yield is 0.990.